From a dataset of Experimentally validated miRNA-target interactions with 360,000+ pairs, plus equal number of negative samples. Binary Classification. Given a miRNA mature sequence and a target amino acid sequence, predict their likelihood of interaction. The miRNA is hsa-miR-6770-5p with sequence UGAGAAGGCACAGCUUGCACGUGA. The protein sequence of the target gene is MVHFCGLLTLHREPVPLKSISVSVNIYEFVAGVSATLNYENEEKVPLEAFFVFPMDEDSAVYSFEALVDGKKIVAELQDKMKARTNYEKAISQGHQAFLLEGDSSSRDVFSCNVGNLQPGSKAAVTLKYVQELPLEADGALRFVLPAVLNPRYQFSGSSKDSCLNVKTPIVPVEDLPYTLSMVATIDSQHGIEKVQSNCPLSPTEYLGEDKTSAQVSLAAGHKFDRDVELLIYYNEVHTPSVVLEMGMPNMKPGHLMGDPSAMVSFYPNIPEDQPSNTCGEFIFLMDRSGSMQSPMSSQD.... Result: 0 (no interaction).